This data is from Forward reaction prediction with 1.9M reactions from USPTO patents (1976-2016). The task is: Predict the product of the given reaction. (1) The product is: [CH3:8][C:9]1[CH:14]=[C:13]([NH:15][C:16]2[CH:17]=[CH:18][N:19]=[CH:20][C:21]=2[S:22]([NH:25][C:26]([NH:28][CH:29]([CH3:31])[CH3:30])=[O:27])(=[O:23])=[O:24])[CH:12]=[CH:11][CH:10]=1.[ClH:32]. Given the reactants CS(C)=O.C(O)C.[CH3:8][C:9]1[CH:14]=[C:13]([NH:15][C:16]2[CH:17]=[CH:18][N:19]=[CH:20][C:21]=2[S:22]([NH:25][C:26]([NH:28][CH:29]([CH3:31])[CH3:30])=[O:27])(=[O:24])=[O:23])[CH:12]=[CH:11][CH:10]=1.[ClH:32], predict the reaction product. (2) Given the reactants Cl.Cl.[CH3:3][NH:4][CH2:5][CH2:6][CH2:7][CH2:8][CH2:9][CH2:10][CH2:11][CH2:12][CH2:13][N:14]1[CH2:19][CH2:18][CH:17]([O:20][C:21](=[O:35])[NH:22][C:23]2[CH:28]=[CH:27][CH:26]=[CH:25][C:24]=2[C:29]2[CH:34]=[CH:33][CH:32]=[CH:31][CH:30]=2)[CH2:16][CH2:15]1.[Cl:36][C:37]1[CH:38]=[C:39]([CH:43]=[CH:44][C:45]=1[OH:46])[C:40]([OH:42])=O.Cl.CN(C)CCCN=C=NCC.C(=O)([O-])[O-].[K+].[K+], predict the reaction product. The product is: [NH3:4].[Cl:36][C:37]1[CH:38]=[C:39]([CH:43]=[CH:44][C:45]=1[OH:46])[C:40]([N:4]([CH3:3])[CH2:5][CH2:6][CH2:7][CH2:8][CH2:9][CH2:10][CH2:11][CH2:12][CH2:13][N:14]1[CH2:15][CH2:16][CH:17]([O:20][C:21](=[O:35])[NH:22][C:23]2[CH:28]=[CH:27][CH:26]=[CH:25][C:24]=2[C:29]2[CH:30]=[CH:31][CH:32]=[CH:33][CH:34]=2)[CH2:18][CH2:19]1)=[O:42]. (3) Given the reactants [C:1]([Si:5]([CH3:20])([CH3:19])[O:6][CH2:7][CH2:8][O:9][C:10]1[CH:11]=[C:12]([CH:16]=[CH:17][CH:18]=1)[CH2:13][NH:14][CH3:15])([CH3:4])([CH3:3])[CH3:2].Cl[C:22]1[NH:23][C:24]2[C:29]([C:30](=[O:32])[N:31]=1)=[C:28]([O:33][CH3:34])[C:27]([O:35][CH3:36])=[C:26]([O:37][CH3:38])[CH:25]=2.CCN(CC)CC.O, predict the reaction product. The product is: [C:1]([Si:5]([CH3:19])([CH3:20])[O:6][CH2:7][CH2:8][O:9][C:10]1[CH:11]=[C:12]([CH:16]=[CH:17][CH:18]=1)[CH2:13][N:14]([CH3:15])[C:22]1[NH:23][C:24]2[C:29]([C:30](=[O:32])[N:31]=1)=[C:28]([O:33][CH3:34])[C:27]([O:35][CH3:36])=[C:26]([O:37][CH3:38])[CH:25]=2)([CH3:4])([CH3:3])[CH3:2]. (4) Given the reactants O[CH:2]=[C:3]1[C:11]2[C:6](=[CH:7][C:8]([C:12]([C:14]3[CH:15]=[C:16]([NH:20][C:21]([C:23]4[N:24]([CH2:29][CH3:30])[N:25]=[C:26]([CH3:28])[CH:27]=4)=[O:22])[CH:17]=[CH:18][CH:19]=3)=[O:13])=[CH:9][CH:10]=2)[NH:5][C:4]1=[O:31].[NH2:32][C:33]1[CH:38]=[CH:37][C:36]([N:39]2[CH2:44][CH2:43][O:42][CH2:41][CH2:40]2)=[CH:35][CH:34]=1, predict the reaction product. The product is: [N:39]1([C:36]2[CH:35]=[CH:34][C:33]([NH:32][CH:2]=[C:3]3[C:11]4[C:6](=[CH:7][C:8]([C:12]([C:14]5[CH:15]=[C:16]([NH:20][C:21]([C:23]6[N:24]([CH2:29][CH3:30])[N:25]=[C:26]([CH3:28])[CH:27]=6)=[O:22])[CH:17]=[CH:18][CH:19]=5)=[O:13])=[CH:9][CH:10]=4)[NH:5][C:4]3=[O:31])=[CH:38][CH:37]=2)[CH2:44][CH2:43][O:42][CH2:41][CH2:40]1. (5) Given the reactants [CH3:1][O:2][C:3](=[O:14])[CH2:4][O:5][C:6]1[CH:11]=[CH:10][C:9]([Cl:12])=[C:8]([NH2:13])[CH:7]=1.C[O:16][C:17](=O)[CH:18]([CH2:23][C:24]1[CH:29]=[CH:28][C:27]([C:30]#[N:31])=[CH:26][C:25]=1[Cl:32])[C:19](=O)[CH2:20][CH3:21], predict the reaction product. The product is: [CH3:1][O:2][C:3](=[O:14])[CH2:4][O:5][C:6]1[CH:11]=[CH:10][C:9]([Cl:12])=[C:8]2[C:7]=1[C:17]([OH:16])=[C:18]([CH2:23][C:24]1[CH:29]=[CH:28][C:27]([C:30]#[N:31])=[CH:26][C:25]=1[Cl:32])[C:19]([CH2:20][CH3:21])=[N:13]2.